From a dataset of Forward reaction prediction with 1.9M reactions from USPTO patents (1976-2016). Predict the product of the given reaction. (1) Given the reactants C([O:5][C:6]([C@@H:8]1[CH2:12][CH2:11][C:10](=[O:13])[N:9]1[C:14]1[C:19]([Cl:20])=[CH:18][C:17]([C:21]([F:24])([F:23])[F:22])=[CH:16][N:15]=1)=[O:7])(C)(C)C.FC(F)(F)C(O)=O, predict the reaction product. The product is: [Cl:20][C:19]1[C:14]([N:9]2[C:10](=[O:13])[CH2:11][CH2:12][C@H:8]2[C:6]([OH:7])=[O:5])=[N:15][CH:16]=[C:17]([C:21]([F:23])([F:22])[F:24])[CH:18]=1. (2) Given the reactants [O:1]=[C:2]1[C:11]2[N:10]=[CH:9][CH:8]=[CH:7][C:6]=2[C:5]([C:12]([O:14][CH2:15][CH3:16])=[O:13])=[CH:4][N:3]1[CH2:17][O:18][CH2:19][CH2:20][Si:21]([CH3:24])([CH3:23])[CH3:22].C(N)(N)=[O:26].OO.FC(F)(F)C(OC(=O)C(F)(F)F)=O, predict the reaction product. The product is: [O-:26][N+:10]1[C:11]2[C:2](=[O:1])[N:3]([CH2:17][O:18][CH2:19][CH2:20][Si:21]([CH3:23])([CH3:22])[CH3:24])[CH:4]=[C:5]([C:12]([O:14][CH2:15][CH3:16])=[O:13])[C:6]=2[CH:7]=[CH:8][CH:9]=1. (3) The product is: [CH2:21]([O:1][C:2]1[CH:3]=[CH:4][C:5]2[O:10][C:9]([CH3:11])([CH3:12])[O:8][C:7](=[O:13])[C:6]=2[CH:14]=1)[CH2:22][CH2:17][CH2:18][CH2:19][CH3:20]. Given the reactants [OH:1][C:2]1[CH:3]=[CH:4][C:5]2[O:10][C:9]([CH3:12])([CH3:11])[O:8][C:7](=[O:13])[C:6]=2[CH:14]=1.BrC[CH:17]1[CH2:22][CH2:21][CH2:20][CH2:19][CH2:18]1, predict the reaction product. (4) Given the reactants [C:1]1([N:7]=[C:8]([S:15][CH:16]([CH3:18])[CH3:17])[CH2:9][CH2:10][Si](C)(C)C)[CH:6]=[CH:5][CH:4]=[CH:3][CH:2]=1.C(=O)([O-])[O-].[K+].[K+].[Cl-].[Na+], predict the reaction product. The product is: [C:1]1([N:7]=[C:8]([S:15][CH:16]([CH3:17])[CH3:18])[CH2:9][CH3:10])[CH:6]=[CH:5][CH:4]=[CH:3][CH:2]=1.